Dataset: Full USPTO retrosynthesis dataset with 1.9M reactions from patents (1976-2016). Task: Predict the reactants needed to synthesize the given product. (1) Given the product [CH3:15][O:13][C:12](=[O:14])[CH:11]=[CH:10][C:4]1[CH:5]=[CH:6][C:7]([O:8][CH3:9])=[C:2]([Br:1])[CH:3]=1, predict the reactants needed to synthesize it. The reactants are: [Br:1][C:2]1[CH:3]=[C:4](/[CH:10]=[CH:11]/[C:12]([OH:14])=[O:13])[CH:5]=[CH:6][C:7]=1[O:8][CH3:9].[CH3:15][Si](C=[N+]=[N-])(C)C.C(OCC)C. (2) Given the product [CH3:1][O:2][C:3](=[O:22])[CH2:4][CH:5]1[C:9]2=[CH:10][C:11]3[C:12]([S:18]([CH3:21])(=[O:20])=[O:19])=[CH:13][C:14]([O:17][CH2:23][C:24]4[CH:29]=[CH:28][CH:27]=[CH:26][CH:25]=4)=[CH:15][C:16]=3[N:8]2[CH2:7][CH2:6]1, predict the reactants needed to synthesize it. The reactants are: [CH3:1][O:2][C:3](=[O:22])[CH2:4][CH:5]1[C:9]2=[CH:10][C:11]3[C:12]([S:18]([CH3:21])(=[O:20])=[O:19])=[CH:13][C:14]([OH:17])=[CH:15][C:16]=3[N:8]2[CH2:7][CH2:6]1.[CH2:23](Br)[C:24]1[CH:29]=[CH:28][CH:27]=[CH:26][CH:25]=1.C([O-])([O-])=O.[Cs+].[Cs+].[NH4+].[Cl-]. (3) Given the product [OH:4][C:5]1[C:6]([C:13]2[CH:14]=[N:15][CH:16]=[CH:17][CH:18]=2)=[N:7][CH:8]=[CH:9][C:10]=1[CH:11]=[O:12], predict the reactants needed to synthesize it. The reactants are: COC[O:4][C:5]1[C:6]([C:13]2[CH:14]=[N:15][CH:16]=[CH:17][CH:18]=2)=[N:7][CH:8]=[CH:9][C:10]=1[CH:11]=[O:12].Cl.C([O-])([O-])=O.[K+].[K+]. (4) Given the product [C:6]([NH:16][OH:17])([O:5][C:2]([CH3:4])([CH3:3])[CH3:1])=[O:8], predict the reactants needed to synthesize it. The reactants are: [CH3:1][C:2]([O:5][C:6]([O:8]C(OC(C)(C)C)=O)=O)([CH3:4])[CH3:3].[NH2:16][OH:17].O.